Dataset: NCI-60 drug combinations with 297,098 pairs across 59 cell lines. Task: Regression. Given two drug SMILES strings and cell line genomic features, predict the synergy score measuring deviation from expected non-interaction effect. (1) Drug 1: C1=CC(=CC=C1CC(C(=O)O)N)N(CCCl)CCCl.Cl. Drug 2: CN1C2=C(C=C(C=C2)N(CCCl)CCCl)N=C1CCCC(=O)O.Cl. Cell line: HOP-62. Synergy scores: CSS=8.03, Synergy_ZIP=-2.97, Synergy_Bliss=0.683, Synergy_Loewe=-11.8, Synergy_HSA=-3.84. (2) Drug 1: C1CCC(C1)C(CC#N)N2C=C(C=N2)C3=C4C=CNC4=NC=N3. Drug 2: C(CCl)NC(=O)N(CCCl)N=O. Cell line: SW-620. Synergy scores: CSS=16.3, Synergy_ZIP=-0.586, Synergy_Bliss=2.64, Synergy_Loewe=0.690, Synergy_HSA=0.879. (3) Drug 1: CC(C1=C(C=CC(=C1Cl)F)Cl)OC2=C(N=CC(=C2)C3=CN(N=C3)C4CCNCC4)N. Drug 2: C1CC(=O)NC(=O)C1N2CC3=C(C2=O)C=CC=C3N. Cell line: ACHN. Synergy scores: CSS=12.9, Synergy_ZIP=-0.820, Synergy_Bliss=2.12, Synergy_Loewe=-0.0505, Synergy_HSA=1.88. (4) Drug 1: C1CCN(CC1)CCOC2=CC=C(C=C2)C(=O)C3=C(SC4=C3C=CC(=C4)O)C5=CC=C(C=C5)O. Drug 2: CC1C(C(CC(O1)OC2CC(OC(C2O)C)OC3=CC4=CC5=C(C(=O)C(C(C5)C(C(=O)C(C(C)O)O)OC)OC6CC(C(C(O6)C)O)OC7CC(C(C(O7)C)O)OC8CC(C(C(O8)C)O)(C)O)C(=C4C(=C3C)O)O)O)O. Cell line: HS 578T. Synergy scores: CSS=14.6, Synergy_ZIP=-3.77, Synergy_Bliss=-1.71, Synergy_Loewe=-34.0, Synergy_HSA=-9.17. (5) Drug 2: C(=O)(N)NO. Cell line: SK-MEL-5. Drug 1: CNC(=O)C1=CC=CC=C1SC2=CC3=C(C=C2)C(=NN3)C=CC4=CC=CC=N4. Synergy scores: CSS=0.994, Synergy_ZIP=3.91, Synergy_Bliss=4.97, Synergy_Loewe=-2.57, Synergy_HSA=-1.88. (6) Drug 1: CNC(=O)C1=CC=CC=C1SC2=CC3=C(C=C2)C(=NN3)C=CC4=CC=CC=N4. Drug 2: CN1C(=O)N2C=NC(=C2N=N1)C(=O)N. Cell line: M14. Synergy scores: CSS=-11.8, Synergy_ZIP=4.97, Synergy_Bliss=-1.99, Synergy_Loewe=-5.58, Synergy_HSA=-8.93. (7) Drug 1: CCCCC(=O)OCC(=O)C1(CC(C2=C(C1)C(=C3C(=C2O)C(=O)C4=C(C3=O)C=CC=C4OC)O)OC5CC(C(C(O5)C)O)NC(=O)C(F)(F)F)O. Drug 2: CC(C)NC(=O)C1=CC=C(C=C1)CNNC.Cl. Cell line: SW-620. Synergy scores: CSS=30.1, Synergy_ZIP=-1.01, Synergy_Bliss=-0.681, Synergy_Loewe=-12.0, Synergy_HSA=-0.418. (8) Drug 1: CC1=C2C(C(=O)C3(C(CC4C(C3C(C(C2(C)C)(CC1OC(=O)C(C(C5=CC=CC=C5)NC(=O)OC(C)(C)C)O)O)OC(=O)C6=CC=CC=C6)(CO4)OC(=O)C)OC)C)OC. Synergy scores: CSS=37.4, Synergy_ZIP=-3.19, Synergy_Bliss=-4.80, Synergy_Loewe=-19.0, Synergy_HSA=-1.83. Cell line: PC-3. Drug 2: C1CN1P(=S)(N2CC2)N3CC3. (9) Drug 1: C1=CC(=CC=C1CC(C(=O)O)N)N(CCCl)CCCl.Cl. Drug 2: CC1C(C(CC(O1)OC2CC(CC3=C2C(=C4C(=C3O)C(=O)C5=CC=CC=C5C4=O)O)(C(=O)C)O)N)O. Cell line: NCI-H322M. Synergy scores: CSS=41.5, Synergy_ZIP=2.73, Synergy_Bliss=4.81, Synergy_Loewe=-50.3, Synergy_HSA=1.62. (10) Drug 1: CN(C)C1=NC(=NC(=N1)N(C)C)N(C)C. Drug 2: C1=NC2=C(N=C(N=C2N1C3C(C(C(O3)CO)O)O)F)N. Cell line: SK-MEL-2. Synergy scores: CSS=0.0935, Synergy_ZIP=-1.45, Synergy_Bliss=-2.23, Synergy_Loewe=-11.2, Synergy_HSA=-6.15.